Dataset: Forward reaction prediction with 1.9M reactions from USPTO patents (1976-2016). Task: Predict the product of the given reaction. (1) Given the reactants [F:1][C:2]1[CH:3]=[N:4][C:5]([Cl:9])=[N:6][C:7]=1Cl.[CH3:10][NH:11][C:12](=[O:21])[C:13]1[CH:18]=[CH:17][CH:16]=[CH:15][C:14]=1[NH:19][CH3:20].C(=O)([O-])[O-].[K+].[K+], predict the reaction product. The product is: [Cl:9][C:5]1[N:6]=[C:7]([N:19]([CH3:20])[C:14]2[CH:15]=[CH:16][CH:17]=[CH:18][C:13]=2[C:12]([NH:11][CH3:10])=[O:21])[C:2]([F:1])=[CH:3][N:4]=1. (2) The product is: [Cl:27][C:24]1[CH:23]=[CH:22][C:21]([C@@:18]2([CH3:20])[C@:17]([C:29]3[CH:34]=[CH:33][C:32]([Cl:35])=[CH:31][CH:30]=3)([CH3:28])[N:16]([C:36]([N:52]3[CH2:51][CH2:50][N:49]([CH2:48][CH2:47][O:46][CH2:45][CH2:44][OH:43])[CH2:54][CH2:53]3)=[O:37])[C:15]([C:13]3[C:12]([O:39][CH2:40][CH3:41])=[CH:11][C:10]([Cl:42])=[C:9]([S:6]([NH:5][C:1]([CH3:2])([CH3:3])[CH3:4])(=[O:8])=[O:7])[CH:14]=3)=[N:19]2)=[CH:26][CH:25]=1. Given the reactants [C:1]([NH:5][S:6]([C:9]1[C:10]([Cl:42])=[CH:11][C:12]([O:39][CH2:40][CH3:41])=[C:13]([C:15]2[N:16]([C:36](Cl)=[O:37])[C:17]([C:29]3[CH:34]=[CH:33][C:32]([Cl:35])=[CH:31][CH:30]=3)([CH3:28])[C:18]([C:21]3[CH:26]=[CH:25][C:24]([Cl:27])=[CH:23][CH:22]=3)([CH3:20])[N:19]=2)[CH:14]=1)(=[O:8])=[O:7])([CH3:4])([CH3:3])[CH3:2].[OH:43][CH2:44][CH2:45][O:46][CH2:47][CH2:48][N:49]1[CH2:54][CH2:53][NH:52][CH2:51][CH2:50]1, predict the reaction product. (3) Given the reactants C(OS(C1C=CC=CC=1)(=O)=O)CCCCCCCCCCC.[Na].[C:24]([O:27][CH2:28][CH2:29][CH:30]([CH3:32])[CH3:31])(=[O:26])[CH3:25].[CH2:33]([O:35][Si:36]([O:43][CH2:44][CH3:45])([O:40][CH2:41][CH3:42])[O:37][CH2:38][CH3:39])[CH3:34].[CH3:46][Si:47]([O:54][CH2:55][CH3:56])([O:51][CH2:52][CH3:53])[O:48][CH2:49][CH3:50], predict the reaction product. The product is: [SiH4:36].[C:24]([O:27][CH2:28][CH2:29][CH:30]([CH3:32])[CH3:31])(=[O:26])[CH3:25].[CH2:38]([O:37][Si:36]([O:40][CH2:41][CH3:42])([O:35][CH2:33][CH3:34])[O:43][CH2:44][CH3:45])[CH3:39].[CH3:46][Si:47]([O:48][CH2:49][CH3:50])([O:54][CH2:55][CH3:56])[O:51][CH2:52][CH3:53]. (4) Given the reactants [OH:1][C:2]([C:19]([F:22])([F:21])[F:20])([CH2:8][CH2:9][C:10]([CH3:18])([C:12]1[CH:17]=[CH:16][CH:15]=[CH:14][CH:13]=1)[CH3:11])[C:3](OCC)=[O:4].[H-].[Al+3].[Li+].[H-].[H-].[H-].C(=O)(O)[O-].[Na+], predict the reaction product. The product is: [OH:1][C:2]([C:19]([F:20])([F:21])[F:22])([CH2:8][CH2:9][C:10]([CH3:18])([C:12]1[CH:13]=[CH:14][CH:15]=[CH:16][CH:17]=1)[CH3:11])[CH:3]=[O:4]. (5) Given the reactants [H-].[Na+].[OH:3][C@H:4]1[CH2:9][CH2:8][C@H:7]([NH:10][C:11]([NH:13][C:14]2[CH:19]=[CH:18][CH:17]=[C:16]([C:20]([F:23])([F:22])[F:21])[CH:15]=2)=[O:12])[CH2:6][CH2:5]1.Cl[C:25]1[C:26]2[N:33]([CH3:34])[CH:32]=[CH:31][C:27]=2[N:28]=[CH:29][N:30]=1, predict the reaction product. The product is: [CH3:34][N:33]1[C:26]2[C:25]([O:3][CH:4]3[CH2:9][CH2:8][CH:7]([NH:10][C:11]([NH:13][C:14]4[CH:19]=[CH:18][CH:17]=[C:16]([C:20]([F:21])([F:22])[F:23])[CH:15]=4)=[O:12])[CH2:6][CH2:5]3)=[N:30][CH:29]=[N:28][C:27]=2[CH:31]=[CH:32]1. (6) Given the reactants C1(C(=[N:14][C:15]2[CH:20]=[CH:19][C:18]([C@H:21]3[CH2:26][CH2:25][C@H:24]([CH:27]([CH3:33])[C:28]([O:30][CH2:31][CH3:32])=[O:29])[CH2:23][CH2:22]3)=[CH:17][CH:16]=2)C2C=CC=CC=2)C=CC=CC=1, predict the reaction product. The product is: [NH2:14][C:15]1[CH:16]=[CH:17][C:18]([C@H:21]2[CH2:22][CH2:23][C@H:24]([CH:27]([CH3:33])[C:28]([O:30][CH2:31][CH3:32])=[O:29])[CH2:25][CH2:26]2)=[CH:19][CH:20]=1. (7) Given the reactants [C:1]1([CH3:31])[CH:6]=[C:5]([CH3:7])[CH:4]=[C:3]([CH3:8])[C:2]=1[NH:9][C:10]1[S:11][C:12]2[C:18]([C:19]([N:21]([CH2:25][CH2:26][CH3:27])[CH2:22][CH2:23][CH3:24])=[O:20])=[CH:17][C:16]([N+:28]([O-])=O)=[CH:15][C:13]=2[N:14]=1, predict the reaction product. The product is: [NH2:28][C:16]1[CH:17]=[C:18]([C:19]([N:21]([CH2:25][CH2:26][CH3:27])[CH2:22][CH2:23][CH3:24])=[O:20])[C:12]2[S:11][C:10]([NH:9][C:2]3[C:3]([CH3:8])=[CH:4][C:5]([CH3:7])=[CH:6][C:1]=3[CH3:31])=[N:14][C:13]=2[CH:15]=1. (8) Given the reactants [CH:1]1([C:6]2[NH:7][C:8]3[CH2:9][C:10]([CH3:36])([CH3:35])[CH2:11][C:12](=[O:34])[C:13]=3[CH:14]([CH:28]3[CH2:33][CH2:32][CH2:31][CH2:30][CH2:29]3)[C:15]=2[C:16](=[O:27])[C:17]2[CH:22]=[CH:21][C:20]([C:23]([F:26])([F:25])[F:24])=[CH:19][CH:18]=2)[CH2:5][CH2:4][CH2:3][CH2:2]1.ClC1C(=O)C(C#N)=C(C#N)C(=O)C=1Cl, predict the reaction product. The product is: [CH:1]1([C:6]2[C:15]([C:16](=[O:27])[C:17]3[CH:18]=[CH:19][C:20]([C:23]([F:25])([F:26])[F:24])=[CH:21][CH:22]=3)=[C:14]([CH:28]3[CH2:33][CH2:32][CH2:31][CH2:30][CH2:29]3)[C:13]3[C:12](=[O:34])[CH2:11][C:10]([CH3:36])([CH3:35])[CH2:9][C:8]=3[N:7]=2)[CH2:2][CH2:3][CH2:4][CH2:5]1.